From a dataset of Full USPTO retrosynthesis dataset with 1.9M reactions from patents (1976-2016). Predict the reactants needed to synthesize the given product. (1) Given the product [CH3:19][CH:6]1[C:5]2[C:10](=[N:11][C:2]([CH3:1])=[CH:3][CH:4]=2)[N:9]([C:12]([O:14][C:15]([CH3:16])([CH3:18])[CH3:17])=[O:13])[CH2:8][CH2:7]1, predict the reactants needed to synthesize it. The reactants are: [CH3:1][C:2]1[N:11]=[C:10]2[C:5]([C:6](=[CH2:19])[CH2:7][CH2:8][N:9]2[C:12]([O:14][C:15]([CH3:18])([CH3:17])[CH3:16])=[O:13])=[CH:4][CH:3]=1. (2) Given the product [O:1]=[C:2]1[C@H:8]([CH2:9][C:10]([O:12][CH3:13])=[O:11])[CH2:7][C:6]2[CH:14]=[CH:15][C:16]([O:18][CH2:19][CH2:20][CH2:21][NH:22][C:23]3[NH:28][CH2:27][CH2:26][CH2:25][N:24]=3)=[CH:17][C:5]=2[CH2:4][N:3]1[CH2:29][C:30]1[CH:35]=[CH:34][C:33]([C:36]([F:39])([F:38])[F:37])=[CH:32][CH:31]=1, predict the reactants needed to synthesize it. The reactants are: [O:1]=[C:2]1[C@H:8]([CH2:9][C:10]([O:12][CH3:13])=[O:11])[CH2:7][C:6]2[CH:14]=[CH:15][C:16]([O:18][CH2:19][CH2:20][CH2:21][NH:22][C:23]3[N:28]=[CH:27][CH:26]=[CH:25][N:24]=3)=[CH:17][C:5]=2[CH2:4][N:3]1[CH2:29][C:30]1[CH:35]=[CH:34][C:33]([C:36]([F:39])([F:38])[F:37])=[CH:32][CH:31]=1.Cl.[H][H].